Dataset: Reaction yield outcomes from USPTO patents with 853,638 reactions. Task: Predict the reaction yield, written as a fraction of the theoretical maximum amount of product (1.0 means a 100% yield; for example, 0.34 means a 34% yield). (1) The reactants are [Cl:1][C:2]1[C:11]2[NH:10][C:9](=[O:12])[C:8]3[S:13][CH:14]=[CH:15][C:7]=3[C:6]=2[C:5]([C:16]2[CH:32]=[CH:31][C:19]([CH2:20][CH2:21][N:22](C)[C:23](=O)OC(C)(C)C)=[CH:18][CH:17]=2)=[C:4]([O:33]C)[CH:3]=1.BrB(Br)Br. No catalyst specified. The product is [ClH:1].[Cl:1][C:2]1[C:11]2[NH:10][C:9](=[O:12])[C:8]3[S:13][CH:14]=[CH:15][C:7]=3[C:6]=2[C:5]([C:16]2[CH:32]=[CH:31][C:19]([CH2:20][CH2:21][NH:22][CH3:23])=[CH:18][CH:17]=2)=[C:4]([OH:33])[CH:3]=1. The yield is 0.500. (2) The reactants are [F:1][C:2]1[CH:3]=[C:4]([OH:11])[CH:5]=[CH:6][C:7]=1[N+:8]([O-:10])=[O:9].[F:12][C:13]([F:26])([F:25])[S:14](O[S:14]([C:13]([F:26])([F:25])[F:12])(=[O:16])=[O:15])(=[O:16])=[O:15].C(N(CC)CC)C. The catalyst is C(Cl)Cl. The product is [F:12][C:13]([F:26])([F:25])[S:14]([O:11][C:4]1[CH:5]=[CH:6][C:7]([N+:8]([O-:10])=[O:9])=[C:2]([F:1])[CH:3]=1)(=[O:16])=[O:15]. The yield is 0.851. (3) The product is [Br:31][C:21]1[CH:20]=[CH:19][C:18]2[N:17]([CH2:16][CH:15]3[O:32][C:2](=[O:4])[NH:13][CH2:14]3)[C:29]3[C:24]([C:23]=2[CH:22]=1)=[CH:25][C:26]([Br:30])=[CH:27][CH:28]=3. The reactants are Cl[C:2](Cl)([O:4]C(=O)OC(Cl)(Cl)Cl)Cl.[NH2:13][CH2:14][CH:15]([OH:32])[CH2:16][N:17]1[C:29]2[CH:28]=[CH:27][C:26]([Br:30])=[CH:25][C:24]=2[C:23]2[C:18]1=[CH:19][CH:20]=[C:21]([Br:31])[CH:22]=2.CCN(CC)CC.C(Cl)Cl.CCOC(C)=O. The catalyst is C(Cl)Cl. The yield is 0.200. (4) The catalyst is CN(C=O)C. The product is [Br:6][C:7]1[CH:12]=[CH:11][C:10]([C@H:13]([N:15]([CH2:2][CH:3]([CH3:5])[CH3:4])[S:16]([CH2:19][C:20]2[CH:21]=[CH:22][CH:23]=[CH:24][CH:25]=2)(=[O:18])=[O:17])[CH3:14])=[CH:9][CH:8]=1. The reactants are Br[CH2:2][CH:3]([CH3:5])[CH3:4].[Br:6][C:7]1[CH:12]=[CH:11][C:10]([C@H:13]([NH:15][S:16]([CH2:19][C:20]2[CH:25]=[CH:24][CH:23]=[CH:22][CH:21]=2)(=[O:18])=[O:17])[CH3:14])=[CH:9][CH:8]=1.C([O-])([O-])=O.[Cs+].[Cs+]. The yield is 0.720. (5) The reactants are [F:1][C:2]1[C:7]([C:8]2[CH:13]=[CH:12][CH:11]=[CH:10][C:9]=2[O:14][CH3:15])=[CH:6][C:5]([C:16]([OH:18])=O)=[CH:4][CH:3]=1.C(Cl)(=O)C(Cl)=O.[F:25][C:26]([F:46])([F:45])[C:27]1[CH:32]=[CH:31][C:30]([N:33]2[CH:37]=[N:36][C:35]([C:38]3[CH:44]=[CH:43][C:41]([NH2:42])=[CH:40][CH:39]=3)=[N:34]2)=[CH:29][CH:28]=1.C(N(C(C)C)CC)(C)C. The catalyst is ClCCl.CN(C)C=O.O1CCCC1.C(OCC)(=O)C. The product is [F:1][C:2]1[C:7]([C:8]2[CH:13]=[CH:12][CH:11]=[CH:10][C:9]=2[O:14][CH3:15])=[CH:6][C:5]([C:16]([NH:42][C:41]2[CH:43]=[CH:44][C:38]([C:35]3[N:36]=[CH:37][N:33]([C:30]4[CH:31]=[CH:32][C:27]([C:26]([F:46])([F:45])[F:25])=[CH:28][CH:29]=4)[N:34]=3)=[CH:39][CH:40]=2)=[O:18])=[CH:4][CH:3]=1. The yield is 0.230.